This data is from Peptide-MHC class II binding affinity with 134,281 pairs from IEDB. The task is: Regression. Given a peptide amino acid sequence and an MHC pseudo amino acid sequence, predict their binding affinity value. This is MHC class II binding data. (1) The peptide sequence is YWFAPGAGAAPLSWS. The MHC is HLA-DPA10103-DPB10301 with pseudo-sequence HLA-DPA10103-DPB10301. The binding affinity (normalized) is 0. (2) The peptide sequence is EWVAMTKGEGGVWTFDSEEP. The MHC is HLA-DQA10501-DQB10301 with pseudo-sequence HLA-DQA10501-DQB10301. The binding affinity (normalized) is 0.454.